Dataset: Full USPTO retrosynthesis dataset with 1.9M reactions from patents (1976-2016). Task: Predict the reactants needed to synthesize the given product. (1) The reactants are: [OH:1][C:2]1[CH:7]=[CH:6][C:5]([S:8]([NH2:11])(=[O:10])=[O:9])=[CH:4][CH:3]=1.Br[CH2:13][CH2:14][CH2:15][CH2:16][NH:17][C:18](=[O:24])[O:19][C:20]([CH3:23])([CH3:22])[CH3:21].C([O-])([O-])=O.[K+].[K+]. Given the product [S:8]([C:5]1[CH:6]=[CH:7][C:2]([O:1][CH2:13][CH2:14][CH2:15][CH2:16][NH:17][C:18](=[O:24])[O:19][C:20]([CH3:23])([CH3:22])[CH3:21])=[CH:3][CH:4]=1)(=[O:9])(=[O:10])[NH2:11], predict the reactants needed to synthesize it. (2) Given the product [OH:32][C:33]1[CH:41]=[CH:40][C:36]([C:37]([OH:39])=[O:38])=[CH:35][CH:34]=1.[CH3:12][NH:13][C@H:14]([CH2:16]/[CH:17]=[CH:18]/[C:2]1[CH:3]=[N:4][CH:5]=[C:6]([O:8][CH:9]([CH3:11])[CH3:10])[CH:7]=1)[CH3:15], predict the reactants needed to synthesize it. The reactants are: Br[C:2]1[CH:3]=[N:4][CH:5]=[C:6]([O:8][CH:9]([CH3:11])[CH3:10])[CH:7]=1.[CH3:12][N:13](C(OC(C)(C)C)=O)[C@H:14]([CH2:16][CH:17]=[CH2:18])[CH3:15].C([O-])([O-])=O.[K+].[K+].[OH:32][C:33]1[CH:41]=[CH:40][C:36]([C:37]([OH:39])=[O:38])=[CH:35][CH:34]=1.